Predict the reaction yield, written as a fraction of the theoretical maximum amount of product (1.0 means a 100% yield; for example, 0.34 means a 34% yield). From a dataset of Reaction yield outcomes from USPTO patents with 853,638 reactions. (1) The reactants are [C:1]([C:3]1[CH:8]=[CH:7][CH:6]=[CH:5][C:4]=1[C:9]1[CH:14]=[CH:13][C:12]([C:15](OC)=O)=[C:11]([O:19][CH3:20])[CH:10]=1)#[N:2].[BH4-].[Li+].[C:23]([O:26][CH2:27][CH3:28])(=[O:25])[CH3:24].[Cl-].[NH4+]. The catalyst is O1CCCC1. The product is [C:1]([C:3]1[CH:8]=[CH:7][CH:6]=[CH:5][C:4]=1[C:9]1[CH:14]=[CH:13][C:12]([CH2:15][CH:24]([C:11](=[O:19])[CH2:10][CH2:9][CH3:4])[C:23]([O:26][CH2:27][CH3:28])=[O:25])=[C:11]([O:19][CH3:20])[CH:10]=1)#[N:2]. The yield is 0.890. (2) The reactants are C1(C)C(C)=CC=CC=1.[NH2:9][C:10]1[CH:15]=[CH:14][CH:13]=[CH:12][CH:11]=1.Br[C:17]1[CH:18]=[CH:19][C:20]2[N:21]([C:30]3[CH:35]=[CH:34][CH:33]=[CH:32][CH:31]=3)[C:22]3[C:27]([C:28]=2[CH:29]=1)=[CH:26][CH:25]=[CH:24][CH:23]=3.CC(C)([O-])C.[Na+]. The catalyst is C1C=CC(/C=C/C(/C=C/C2C=CC=CC=2)=O)=CC=1.C1C=CC(/C=C/C(/C=C/C2C=CC=CC=2)=O)=CC=1.[Pd].[CH-]1C(P(C2C=CC=CC=2)C2C=CC=CC=2)=CC=C1.[CH-]1C(P(C2C=CC=CC=2)C2C=CC=CC=2)=CC=C1.[Fe+2].C1(C)C=CC=CC=1. The product is [C:10]1([NH:9][C:25]2[CH:24]=[CH:23][C:22]3[N:21]([C:30]4[CH:35]=[CH:34][CH:33]=[CH:32][CH:31]=4)[C:20]4[C:28]([C:27]=3[CH:26]=2)=[CH:29][CH:17]=[CH:18][CH:19]=4)[CH:15]=[CH:14][CH:13]=[CH:12][CH:11]=1. The yield is 0.750. (3) The reactants are [NH2:1][C:2]1[CH:18]=[CH:17][C:5]([O:6][C:7]2[CH:16]=[CH:15][CH:14]=[CH:13][C:8]=2[C:9]([O:11][CH3:12])=[O:10])=[CH:4][C:3]=1[CH3:19].Cl.F[B-](F)(F)F.[NH4+].[N:27]([O-])=O.[Na+].[Cl-].[Na+].C([O-])(=O)C.[K+]. The catalyst is O.C1OCCOCCOCCOCCOCCOC1. The product is [NH:1]1[C:2]2[C:3](=[CH:4][C:5]([O:6][C:7]3[CH:16]=[CH:15][CH:14]=[CH:13][C:8]=3[C:9]([O:11][CH3:12])=[O:10])=[CH:17][CH:18]=2)[CH:19]=[N:27]1. The yield is 0.300. (4) The reactants are [CH:1]1([CH2:7][O:8][CH2:9][CH2:10][CH2:11][CH2:12][CH2:13][CH2:14][CH2:15][C:16]2[CH:22]=[CH:21][C:19]([NH2:20])=[CH:18][CH:17]=2)[CH2:6][CH2:5][CH2:4][CH2:3][CH2:2]1.[C:23]([C:25]1([C:28](O)=[O:29])[CH2:27][CH2:26]1)#[N:24]. No catalyst specified. The product is [C:23]([C:25]1([C:28]([NH:20][C:19]2[CH:21]=[CH:22][C:16]([CH2:15][CH2:14][CH2:13][CH2:12][CH2:11][CH2:10][CH2:9][O:8][CH2:7][CH:1]3[CH2:6][CH2:5][CH2:4][CH2:3][CH2:2]3)=[CH:17][CH:18]=2)=[O:29])[CH2:27][CH2:26]1)#[N:24]. The yield is 0.960. (5) The reactants are [NH:1]1[CH:5]=[CH:4][C:3]([C:6]2[CH:11]=[CH:10][C:9]([OH:12])=[CH:8][CH:7]=2)=[N:2]1.C(=O)([O-])[O-].[K+].[K+].[CH2:19]([O:26][C:27]([NH:29][CH2:30][CH2:31]OS(C)(=O)=O)=[O:28])[C:20]1[CH:25]=[CH:24][CH:23]=[CH:22][CH:21]=1. The catalyst is CS(C)=O. The product is [CH2:19]([O:26][C:27](=[O:28])[NH:29][CH2:30][CH2:31][O:12][C:9]1[CH:10]=[CH:11][C:6]([C:3]2[CH:4]=[CH:5][NH:1][N:2]=2)=[CH:7][CH:8]=1)[C:20]1[CH:25]=[CH:24][CH:23]=[CH:22][CH:21]=1. The yield is 0.610. (6) No catalyst specified. The reactants are C([O:5][C:6](=[O:40])[CH2:7][CH2:8][CH2:9][CH2:10][CH2:11][CH2:12][CH2:13][CH2:14][CH2:15][CH2:16][CH2:17][CH2:18][CH2:19][CH2:20][N:21]([B:37]([OH:39])[OH:38])[S:22]([C:25]1[CH:30]=[CH:29][C:28]([CH:31]([C:33]([CH3:36])([CH3:35])[CH3:34])[CH3:32])=[CH:27][CH:26]=1)(=[O:24])=[O:23])(C)(C)C.FC(F)(F)C(O)=O. The yield is 1.00. The product is [CH:31]([C:28]1[CH:29]=[CH:30][C:25]([S:22]([N:21]([B:37]([OH:38])[OH:39])[CH2:20][CH2:19][CH2:18][CH2:17][CH2:16][CH2:15][CH2:14][CH2:13][CH2:12][CH2:11][CH2:10][CH2:9][CH2:8][CH2:7][C:6]([OH:40])=[O:5])(=[O:24])=[O:23])=[CH:26][CH:27]=1)([C:33]([CH3:36])([CH3:35])[CH3:34])[CH3:32].